From a dataset of Peptide-MHC class II binding affinity with 134,281 pairs from IEDB. Regression. Given a peptide amino acid sequence and an MHC pseudo amino acid sequence, predict their binding affinity value. This is MHC class II binding data. The peptide sequence is TDISEMGANFKADRV. The MHC is DRB1_1101 with pseudo-sequence DRB1_1101. The binding affinity (normalized) is 0.0781.